Dataset: Catalyst prediction with 721,799 reactions and 888 catalyst types from USPTO. Task: Predict which catalyst facilitates the given reaction. (1) Reactant: [Cl:1][C:2]1[CH:16]=[CH:15][C:5]2[N:6]=[C:7]([NH:9][C:10]([NH:12][CH2:13][CH3:14])=[O:11])[S:8][C:4]=2[CH:3]=1.[N+:17]([O-])([OH:19])=[O:18]. Product: [Cl:1][C:2]1[C:16]([N+:17]([O-:19])=[O:18])=[CH:15][C:5]2[N:6]=[C:7]([NH:9][C:10]([NH:12][CH2:13][CH3:14])=[O:11])[S:8][C:4]=2[CH:3]=1. The catalyst class is: 65. (2) Reactant: [CH3:1][NH2:2].O.F[C:5]1[CH:13]=[CH:12][C:8]([C:9]([OH:11])=[O:10])=[CH:7][C:6]=1[N+:14]([O-:16])=[O:15]. Product: [CH3:1][NH:2][C:5]1[CH:13]=[CH:12][C:8]([C:9]([OH:11])=[O:10])=[CH:7][C:6]=1[N+:14]([O-:16])=[O:15]. The catalyst class is: 3. (3) Reactant: [CH3:1][O:2][CH2:3][C@@H:4]1[CH2:8][CH2:7][CH2:6][N:5]1[CH2:9][C:10]1[CH:11]=[C:12]([CH:17]=[C:18]([CH3:20])[CH:19]=1)[C:13]([O:15]C)=[O:14].O.[OH-].[Li+]. Product: [CH3:1][O:2][CH2:3][C@@H:4]1[CH2:8][CH2:7][CH2:6][N:5]1[CH2:9][C:10]1[CH:11]=[C:12]([CH:17]=[C:18]([CH3:20])[CH:19]=1)[C:13]([OH:15])=[O:14]. The catalyst class is: 111. (4) Reactant: [K+].[N:2]1[C:11]2[C:6](=[CH:7][C:8]([CH2:12][C:13]([NH:15][NH:16][C:17]([S-:19])=S)=O)=[CH:9][CH:10]=2)[CH:5]=[CH:4][CH:3]=1.O.[NH2:21][NH2:22].S. Product: [NH2:21][N:22]1[C:13]([CH2:12][C:8]2[CH:7]=[C:6]3[C:11](=[CH:10][CH:9]=2)[N:2]=[CH:3][CH:4]=[CH:5]3)=[N:15][N:16]=[C:17]1[SH:19]. The catalyst class is: 6. (5) Reactant: Cl[C:2]1[CH:7]=[C:6]([CH:8]([S:17][C:18]2[CH:23]=[CH:22][C:21]([Cl:24])=[CH:20][CH:19]=2)[C:9]2[CH:14]=[C:13]([F:15])[CH:12]=[CH:11][C:10]=2[F:16])[C:5]([Cl:25])=[CH:4][N:3]=1.[C:26]([O:30][C:31](=[O:36])[NH:32][CH2:33][CH2:34][NH2:35])([CH3:29])([CH3:28])[CH3:27]. Product: [Cl:25][C:5]1[C:6]([CH:8]([S:17][C:18]2[CH:19]=[CH:20][C:21]([Cl:24])=[CH:22][CH:23]=2)[C:9]2[CH:14]=[C:13]([F:15])[CH:12]=[CH:11][C:10]=2[F:16])=[CH:7][C:2]([NH:35][CH2:34][CH2:33][NH:32][C:31](=[O:36])[O:30][C:26]([CH3:28])([CH3:27])[CH3:29])=[N:3][CH:4]=1. The catalyst class is: 12.